Dataset: Full USPTO retrosynthesis dataset with 1.9M reactions from patents (1976-2016). Task: Predict the reactants needed to synthesize the given product. (1) Given the product [CH2:1]([S:3]([N:6]1[C:14]2[CH:13]=[CH:12][C:11]([C:15]([N:17]3[CH2:22][CH2:21][CH:20]([CH3:23])[CH2:19][CH2:18]3)=[O:16])=[CH:10][C:9]=2[C:8]2[CH2:24][N:25]([CH:37]3[CH2:38][CH2:39][O:35][CH2:36]3)[CH2:26][CH2:27][C:7]1=2)(=[O:4])=[O:5])[CH3:2], predict the reactants needed to synthesize it. The reactants are: [CH2:1]([S:3]([N:6]1[C:14]2[CH:13]=[CH:12][C:11]([C:15]([N:17]3[CH2:22][CH2:21][CH:20]([CH3:23])[CH2:19][CH2:18]3)=[O:16])=[CH:10][C:9]=2[C:8]2[CH2:24][NH:25][CH2:26][CH2:27][C:7]1=2)(=[O:5])=[O:4])[CH3:2].C(O)(C(F)(F)F)=O.[O:35]1[CH2:39][CH2:38][C:37](=O)[CH2:36]1. (2) Given the product [Cl:14][C:15]1[CH:16]=[C:17]([NH:18][C:11]([C:7]2[CH:6]=[C:5]([S:2]([Cl:1])(=[O:4])=[O:3])[S:9][C:8]=2[CH3:10])=[O:12])[CH:19]=[C:20]([F:23])[C:21]=1[F:22], predict the reactants needed to synthesize it. The reactants are: [Cl:1][S:2]([C:5]1[S:9][C:8]([CH3:10])=[C:7]([C:11](Cl)=[O:12])[CH:6]=1)(=[O:4])=[O:3].[Cl:14][C:15]1[CH:16]=[C:17]([CH:19]=[C:20]([F:23])[C:21]=1[F:22])[NH2:18]. (3) Given the product [CH:1]1([C:4]2[N:5]=[CH:6][N:7]([C:9]3[C:14]([N:38]4[CH2:43][CH2:42][O:41][CH2:40][CH2:39]4)=[CH:13][N:12]=[C:11]([C:16]([NH:18][C:19]4[N:20]=[C:21]([C:24]5[N:28]([CH:29]6[CH2:31][CH2:30]6)[CH:27]=[N:26][N:25]=5)[S:22][CH:23]=4)=[O:17])[CH:10]=3)[CH:8]=2)[CH2:3][CH2:2]1, predict the reactants needed to synthesize it. The reactants are: [CH:1]1([C:4]2[N:5]=[CH:6][N:7]([C:9]3[C:14](F)=[CH:13][N:12]=[C:11]([C:16]([NH:18][C:19]4[N:20]=[C:21]([C:24]5[N:28]([CH:29]6[CH2:31][CH2:30]6)[CH:27]=[N:26][N:25]=5)[S:22][CH:23]=4)=[O:17])[CH:10]=3)[CH:8]=2)[CH2:3][CH2:2]1.C([O-])([O-])=O.[K+].[K+].[NH:38]1[CH2:43][CH2:42][O:41][CH2:40][CH2:39]1.